Task: Predict which catalyst facilitates the given reaction.. Dataset: Catalyst prediction with 721,799 reactions and 888 catalyst types from USPTO (1) Reactant: [F:1][C:2]1[CH:3]=[CH:4][CH:5]=[C:6]2[C:10]=1[NH:9][C:8](=[O:11])[C:7]2=[O:12].[H-].[Na+].Br[CH2:16][CH:17]([CH3:19])[CH3:18]. The catalyst class is: 3. Product: [F:1][C:2]1[CH:3]=[CH:4][CH:5]=[C:6]2[C:10]=1[N:9]([CH2:16][CH:17]([CH3:19])[CH3:18])[C:8](=[O:11])[C:7]2=[O:12]. (2) Reactant: [CH:1]1([S:6][CH:7]([C:11]2[CH:16]=[CH:15][C:14]([O:17][CH3:18])=[CH:13][CH:12]=2)[C:8]([OH:10])=O)[CH2:5][CH2:4][CH2:3][CH2:2]1.[NH2:19][C:20]1[CH:25]=[CH:24][CH:23]=[CH:22][N:21]=1. Product: [CH:1]1([S:6][CH:7]([C:11]2[CH:16]=[CH:15][C:14]([O:17][CH3:18])=[CH:13][CH:12]=2)[C:8]([NH:19][C:20]2[CH:25]=[CH:24][CH:23]=[CH:22][N:21]=2)=[O:10])[CH2:2][CH2:3][CH2:4][CH2:5]1. The catalyst class is: 1.